From a dataset of Forward reaction prediction with 1.9M reactions from USPTO patents (1976-2016). Predict the product of the given reaction. Given the reactants [Br:1][C:2]1[CH:30]=[CH:29][C:28]([F:31])=[CH:27][C:3]=1[O:4][CH:5]1[CH2:10][CH2:9][N:8]([C:11]2[S:12][C:13]3[C:18](Cl)=[N:17][C:16]([CH2:20][CH2:21][C:22]([O:24][CH3:25])=[O:23])=[N:15][C:14]=3[N:26]=2)[CH2:7][CH2:6]1.[CH3:32][NH:33][CH3:34], predict the reaction product. The product is: [Br:1][C:2]1[CH:30]=[CH:29][C:28]([F:31])=[CH:27][C:3]=1[O:4][CH:5]1[CH2:10][CH2:9][N:8]([C:11]2[S:12][C:13]3[C:18]([N:33]([CH3:34])[CH3:32])=[N:17][C:16]([CH2:20][CH2:21][C:22]([O:24][CH3:25])=[O:23])=[N:15][C:14]=3[N:26]=2)[CH2:7][CH2:6]1.